From a dataset of Reaction yield outcomes from USPTO patents with 853,638 reactions. Predict the reaction yield, written as a fraction of the theoretical maximum amount of product (1.0 means a 100% yield; for example, 0.34 means a 34% yield). (1) The reactants are [F:1][C:2]1[CH:3]=[C:4]([NH:21][C:22]([C:24]2[C:25](=[O:39])[N:26]([C:33]3[CH:38]=[CH:37][CH:36]=[CH:35][CH:34]=3)[N:27]([CH2:30][CH2:31]O)[C:28]=2[CH3:29])=[O:23])[CH:5]=[CH:6][C:7]=1[O:8][C:9]1[C:18]2[C:13](=[CH:14][C:15]([O:19][CH3:20])=[CH:16][CH:17]=2)[N:12]=[CH:11][CH:10]=1.[C:40]1(=[O:50])[NH:44][C:43](=[O:45])[C:42]2=[CH:46][CH:47]=[CH:48][CH:49]=[C:41]12.C1(P(C2C=CC=CC=2)C2C=CC=CC=2)C=CC=CC=1.N(C(OCC)=O)=NC(OCC)=O. The catalyst is C(Cl)Cl. The product is [O:45]=[C:43]1[C:42]2[C:41](=[CH:49][CH:48]=[CH:47][CH:46]=2)[C:40](=[O:50])[N:44]1[CH2:31][CH2:30][N:27]1[C:28]([CH3:29])=[C:24]([C:22]([NH:21][C:4]2[CH:5]=[CH:6][C:7]([O:8][C:9]3[C:18]4[C:13](=[CH:14][C:15]([O:19][CH3:20])=[CH:16][CH:17]=4)[N:12]=[CH:11][CH:10]=3)=[C:2]([F:1])[CH:3]=2)=[O:23])[C:25](=[O:39])[N:26]1[C:33]1[CH:34]=[CH:35][CH:36]=[CH:37][CH:38]=1. The yield is 0.880. (2) The reactants are C(OC([N:8]1[CH2:12][CH2:11][CH2:10][CH:9]1[C:13]1[NH:14][C:15]([C:18]2[CH:23]=[CH:22][C:21]([C:24]3[CH:33]=[CH:32][C:31]4[C:26](=[CH:27][CH:28]=[C:29]([C:34]5[NH:35][C:36]([CH:39]6[CH2:43][CH2:42][CH2:41][N:40]6[C:44](=[O:54])[CH:45]([NH:49][C:50]([O:52][CH3:53])=[O:51])[CH:46]([CH3:48])[CH3:47])=[N:37][CH:38]=5)[CH:30]=4)[CH:25]=3)=[CH:20][CH:19]=2)=[CH:16][N:17]=1)=O)(C)(C)C.[ClH:55]. The catalyst is CO.CCOCC. The product is [ClH:55].[ClH:55].[ClH:55].[CH3:53][O:52][C:50](=[O:51])[NH:49][CH:45]([C:44]([N:40]1[CH2:41][CH2:42][CH2:43][CH:39]1[C:36]1[NH:35][C:34]([C:29]2[CH:28]=[CH:27][C:26]3[C:31](=[CH:32][CH:33]=[C:24]([C:21]4[CH:22]=[CH:23][C:18]([C:15]5[NH:14][C:13]([CH:9]6[CH2:10][CH2:11][CH2:12][NH:8]6)=[N:17][CH:16]=5)=[CH:19][CH:20]=4)[CH:25]=3)[CH:30]=2)=[CH:38][N:37]=1)=[O:54])[CH:46]([CH3:48])[CH3:47]. The yield is 0.870. (3) The reactants are [CH:1]1[C:14]2[C:5](=[CH:6][C:7]3[C:12]([C:13]=2[CH2:15][O:16][C:17](=[O:25])[NH:18][CH2:19][CH2:20][O:21][CH2:22][CH2:23][OH:24])=[CH:11][CH:10]=[CH:9][CH:8]=3)[CH:4]=[CH:3][CH:2]=1.[H-].[Na+].C1COCC1.[Cl:33][CH2:34][CH2:35][CH2:36][CH2:37][CH2:38][CH2:39]I. The catalyst is CCCCCCC.C(OCC)(=O)C. The product is [CH:11]1[C:12]2[C:7](=[CH:6][C:5]3[C:14]([C:13]=2[CH2:15][O:16][C:17](=[O:25])[NH:18][CH2:19][CH2:20][O:21][CH2:22][CH2:23][O:24][CH2:39][CH2:38][CH2:37][CH2:36][CH2:35][CH2:34][Cl:33])=[CH:1][CH:2]=[CH:3][CH:4]=3)[CH:8]=[CH:9][CH:10]=1. The yield is 0.410.